Dataset: Forward reaction prediction with 1.9M reactions from USPTO patents (1976-2016). Task: Predict the product of the given reaction. (1) Given the reactants [NH2:1][C:2]1[N:7]=[C:6]([N:8]2[C@H:13]([CH3:14])[CH2:12][O:11][C@H:10]([CH2:15][NH:16][C:17](=[O:24])[C:18]3[CH:23]=[CH:22][CH:21]=[CH:20][CH:19]=3)[CH2:9]2)[CH:5]=[C:4]([C:25]2[CH:30]=[CH:29][C:28]([C:31]#[N:32])=[C:27](F)[CH:26]=2)[N:3]=1.O.[NH2:35][NH2:36].C([O-])(O)=O.[Na+], predict the reaction product. The product is: [NH2:1][C:2]1[N:7]=[C:6]([N:8]2[C@H:13]([CH3:14])[CH2:12][O:11][C@H:10]([CH2:15][NH:16][C:17](=[O:24])[C:18]3[CH:23]=[CH:22][CH:21]=[CH:20][CH:19]=3)[CH2:9]2)[CH:5]=[C:4]([C:25]2[CH:26]=[C:27]3[C:28]([C:31]([NH2:32])=[N:35][NH:36]3)=[CH:29][CH:30]=2)[N:3]=1. (2) Given the reactants O=C(N1C2C(=CC(OCC3SC(C(F)(F)F)=C(C4C=CC=CC=4)C=3)=CC=2)CC1)C[C@@H](NC(=O)C(F)(F)F)C(O)=O.[O:41]=[C:42]([N:55]1[C:63]2[C:58](=[CH:59][C:60]([O:64][CH2:65][C:66]3[S:67][C:68]([C:77]([F:80])([F:79])[F:78])=[C:69]([C:71]4[CH:76]=[CH:75][CH:74]=[CH:73][CH:72]=4)[CH:70]=3)=[CH:61][CH:62]=2)[CH2:57][CH2:56]1)[C@H:43]([NH:48]C(=O)C(F)(F)F)[CH2:44][C:45]([OH:47])=[O:46].[OH-].[Na+].Cl, predict the reaction product. The product is: [NH2:48][C@@H:43]([C:42](=[O:41])[N:55]1[C:63]2[C:58](=[CH:59][C:60]([O:64][CH2:65][C:66]3[S:67][C:68]([C:77]([F:80])([F:78])[F:79])=[C:69]([C:71]4[CH:76]=[CH:75][CH:74]=[CH:73][CH:72]=4)[CH:70]=3)=[CH:61][CH:62]=2)[CH2:57][CH2:56]1)[CH2:44][C:45]([OH:47])=[O:46].